This data is from Full USPTO retrosynthesis dataset with 1.9M reactions from patents (1976-2016). The task is: Predict the reactants needed to synthesize the given product. Given the product [CH3:1][C:2]1[CH:3]=[CH:4][C:5]([S:8]([O:11][CH2:12][CH:13]2[CH2:17][C:16]3[CH:18]=[CH:19][CH:20]=[C:21]([C:33]4[CH:32]=[C:31]([Cl:30])[CH:36]=[C:35]([Cl:37])[CH:34]=4)[C:15]=3[O:14]2)(=[O:9])=[O:10])=[CH:6][CH:7]=1, predict the reactants needed to synthesize it. The reactants are: [CH3:1][C:2]1[CH:7]=[CH:6][C:5]([S:8]([O:11][CH2:12][CH:13]2[CH2:17][C:16]3[CH:18]=[CH:19][CH:20]=[C:21](OS(C(F)(F)F)(=O)=O)[C:15]=3[O:14]2)(=[O:10])=[O:9])=[CH:4][CH:3]=1.[Cl:30][C:31]1[CH:32]=[C:33](B(O)O)[CH:34]=[C:35]([Cl:37])[CH:36]=1.P([O-])([O-])([O-])=O.[K+].[K+].[K+].